This data is from Full USPTO retrosynthesis dataset with 1.9M reactions from patents (1976-2016). The task is: Predict the reactants needed to synthesize the given product. Given the product [C:1]([O:5][C:6]([N:8]1[CH2:12][C@H:11]([O:13][C:24]2[C:25]3[O:42][C:41]4[CH:43]=[CH:44][CH:45]=[CH:46][C:40]=4[C:26]=3[N:27]=[C:28]([C:30]3[CH:31]=[CH:32][C:33]([O:36][CH:37]([CH3:38])[CH3:39])=[CH:34][CH:35]=3)[N:29]=2)[CH2:10][C@H:9]1[C:14]([OH:16])=[O:15])=[O:7])([CH3:4])([CH3:2])[CH3:3], predict the reactants needed to synthesize it. The reactants are: [C:1]([O:5][C:6]([N:8]1[CH2:12][C@H:11]([OH:13])[CH2:10][C@H:9]1[C:14]([OH:16])=[O:15])=[O:7])([CH3:4])([CH3:3])[CH3:2].CC([O-])(C)C.[Na+].Cl[C:24]1[C:25]2[O:42][C:41]3[CH:43]=[CH:44][CH:45]=[CH:46][C:40]=3[C:26]=2[N:27]=[C:28]([C:30]2[CH:35]=[CH:34][C:33]([O:36][CH:37]([CH3:39])[CH3:38])=[CH:32][CH:31]=2)[N:29]=1.Cl.